This data is from Full USPTO retrosynthesis dataset with 1.9M reactions from patents (1976-2016). The task is: Predict the reactants needed to synthesize the given product. (1) Given the product [Br:26][C:27]1[CH:28]=[C:29]2[C:34](=[C:35]([CH:37]=[CH2:1])[CH:36]=1)[O:33][C:32]([CH3:40])([CH3:39])[CH2:31][C:30]2([CH3:42])[CH3:41], predict the reactants needed to synthesize it. The reactants are: [CH2:1]=P(C1C=CC=CC=1)(C1C=CC=CC=1)C1C=CC=CC=1.C([Li])CCC.[Br:26][C:27]1[CH:28]=[C:29]2[C:34](=[C:35]([CH:37]=O)[CH:36]=1)[O:33][C:32]([CH3:40])([CH3:39])[CH2:31][C:30]2([CH3:42])[CH3:41]. (2) Given the product [CH2:1]([O:5][C:6]1[N:11]=[C:10]([OH:12])[C:9]([N+:14]([O-:16])=[O:15])=[C:8]([OH:13])[N:7]=1)[CH2:2][CH2:3][CH3:4], predict the reactants needed to synthesize it. The reactants are: [CH2:1]([O:5][C:6]1[N:11]=[C:10]([OH:12])[CH:9]=[C:8]([OH:13])[N:7]=1)[CH2:2][CH2:3][CH3:4].[N+:14]([O-])([OH:16])=[O:15].C(O)(=O)C.